Dataset: Reaction yield outcomes from USPTO patents with 853,638 reactions. Task: Predict the reaction yield, written as a fraction of the theoretical maximum amount of product (1.0 means a 100% yield; for example, 0.34 means a 34% yield). (1) The reactants are [CH3:1][C:2]1[O:6][N:5]=[C:4]([C:7]2[CH:12]=[CH:11][CH:10]=[CH:9][CH:8]=2)[C:3]=1[CH2:13][O:14][C:15]1[CH:23]=[CH:22][C:18]([C:19]([OH:21])=O)=[CH:17][N:16]=1.Cl.[N:25]1[N:26]=[CH:27][N:28]2[CH2:33][CH2:32][NH:31][CH2:30][C:29]=12. No catalyst specified. The product is [N:25]1[N:26]=[CH:27][N:28]2[CH2:33][CH2:32][N:31]([C:19]([C:18]3[CH:17]=[N:16][C:15]([O:14][CH2:13][C:3]4[C:4]([C:7]5[CH:8]=[CH:9][CH:10]=[CH:11][CH:12]=5)=[N:5][O:6][C:2]=4[CH3:1])=[CH:23][CH:22]=3)=[O:21])[CH2:30][C:29]=12. The yield is 0.860. (2) The reactants are [Cl:1][C:2]1[CH:9]=[CH:8][C:5]([CH:6]=O)=[C:4]([F:10])[CH:3]=1.[OH-].[Na+].ClCCl.[CH3:16][C:17]([CH3:19])=[O:18]. The catalyst is O. The product is [Cl:1][C:2]1[CH:9]=[CH:8][C:5](/[CH:6]=[CH:16]/[C:17](=[O:18])[CH3:19])=[C:4]([F:10])[CH:3]=1. The yield is 0.760. (3) The reactants are O.[NH2:2][NH2:3].[CH2:4]([C:8]1[CH:18]=[CH:17][C:11]([C:12](OCC)=[O:13])=[CH:10][CH:9]=1)[CH:5]([CH3:7])[CH3:6]. The catalyst is O. The product is [CH2:4]([C:8]1[CH:18]=[CH:17][C:11]([C:12]([NH:2][NH2:3])=[O:13])=[CH:10][CH:9]=1)[CH:5]([CH3:7])[CH3:6]. The yield is 0.780. (4) The reactants are [CH2:1]([O:8][C:9]1[CH:10]=[CH:11][C:12]([C@@H:20]([OH:23])[CH2:21][Br:22])=[C:13]2[C:18]=1[NH:17][C:16](=[O:19])[CH:15]=[CH:14]2)[C:2]1[CH:7]=[CH:6][CH:5]=[CH:4][CH:3]=1.CN(C)C=O.N1C(C)=CC=CC=1C.FC(F)(F)S(O[Si:43]([C:46]([CH3:49])([CH3:48])[CH3:47])([CH3:45])[CH3:44])(=O)=O. The catalyst is C1CCCCC1.CO. The product is [CH2:1]([O:8][C:9]1[CH:10]=[CH:11][C:12]([C@@H:20]([O:23][Si:43]([C:46]([CH3:49])([CH3:48])[CH3:47])([CH3:45])[CH3:44])[CH2:21][Br:22])=[C:13]2[C:18]=1[NH:17][C:16](=[O:19])[CH:15]=[CH:14]2)[C:2]1[CH:3]=[CH:4][CH:5]=[CH:6][CH:7]=1. The yield is 0.800. (5) The reactants are [Br:1][C:2]1[CH:3]=[CH:4][C:5]([N:16]=O)=[C:6]([CH:15]=1)[NH:7][C:8]1[CH:13]=[CH:12][C:11]([Br:14])=[CH:10][CH:9]=1.O. The catalyst is CC(O)=O. The product is [Br:1][C:2]1[CH:3]=[CH:4][C:5]2[C:6](=[N:7][C:8]3[C:13]([N:16]=2)=[CH:12][C:11]([Br:14])=[CH:10][CH:9]=3)[CH:15]=1. The yield is 0.160. (6) The reactants are [Br:1][C:2]1[N:6]([S:7]([C:10]2[CH:15]=[CH:14][CH:13]=[CH:12][CH:11]=2)(=[O:9])=[O:8])[CH:5]=[C:4]([CH2:16][NH:17][CH3:18])[CH:3]=1.[C:19](=[O:22])([O-])[OH:20].[Na+]. The catalyst is C(OCC)(=O)C. The product is [C:4]([O:20][C:19](=[O:22])[N:17]([CH2:16][C:4]1[CH:3]=[C:2]([Br:1])[N:6]([S:7]([C:10]2[CH:15]=[CH:14][CH:13]=[CH:12][CH:11]=2)(=[O:9])=[O:8])[CH:5]=1)[CH3:18])([CH3:16])([CH3:5])[CH3:3]. The yield is 0.730. (7) The yield is 0.720. The catalyst is C(OCC)C.C1COCC1.O. The reactants are [CH2:1]([O:8][C:9]1[CH:14]=[CH:13][CH:12]=[CH:11][C:10]=1Br)[C:2]1[CH:7]=[CH:6][CH:5]=[CH:4][CH:3]=1.C([Li])CCC.S(=O)=O.C1COCC1.[S:29](Cl)([Cl:32])(=[O:31])=[O:30]. The product is [CH2:1]([O:8][C:9]1[CH:14]=[CH:13][CH:12]=[CH:11][C:10]=1[S:29]([Cl:32])(=[O:31])=[O:30])[C:2]1[CH:7]=[CH:6][CH:5]=[CH:4][CH:3]=1. (8) The reactants are C1(P(C2C=CC=CC=2)C2C=CC=CC=2)C=CC=CC=1.[CH2:20]([O:22][C:23]1[C:28](=[O:29])[CH:27]=[CH:26][NH:25][C:24]=1[CH3:30])[CH3:21].[CH2:31]([O:33][CH2:34][CH2:35]O)[CH3:32].CCOC(/N=N/C(OCC)=O)=O. The catalyst is C1COCC1. The product is [CH2:20]([O:22][C:23]1[C:24]([CH3:30])=[N:25][CH:26]=[CH:27][C:28]=1[O:29][CH2:32][CH2:31][O:33][CH2:34][CH3:35])[CH3:21]. The yield is 0.440. (9) The reactants are P(Br)(Br)[Br:2].[CH2:5]([C:7]1[CH:8]=[CH:9][C:10]([CH:13](O)[CH2:14][O:15][C:16]2[CH:23]=[CH:22][C:19]([CH:20]=[O:21])=[CH:18][CH:17]=2)=[N:11][CH:12]=1)[CH3:6].O. The catalyst is C(Cl)(Cl)Cl. The product is [Br:2][CH:13]([C:10]1[CH:9]=[CH:8][C:7]([CH2:5][CH3:6])=[CH:12][N:11]=1)[CH2:14][O:15][C:16]1[CH:23]=[CH:22][C:19]([CH:20]=[O:21])=[CH:18][CH:17]=1. The yield is 0.500. (10) The reactants are [N+:1]([C:4]1[CH:9]=[CH:8][C:7]([C:10]2[S:14][C:13]([CH:15]3[CH2:20][CH2:19][N:18](C(OC(C)(C)C)=O)[CH2:17][CH2:16]3)=[N:12][CH:11]=2)=[CH:6][CH:5]=1)([O-:3])=[O:2].[ClH:28]. The catalyst is C1COCC1.C(OCC)(=O)C. The product is [ClH:28].[N+:1]([C:4]1[CH:5]=[CH:6][C:7]([C:10]2[S:14][C:13]([CH:15]3[CH2:20][CH2:19][NH:18][CH2:17][CH2:16]3)=[N:12][CH:11]=2)=[CH:8][CH:9]=1)([O-:3])=[O:2]. The yield is 0.900.